Dataset: NCI-60 drug combinations with 297,098 pairs across 59 cell lines. Task: Regression. Given two drug SMILES strings and cell line genomic features, predict the synergy score measuring deviation from expected non-interaction effect. Drug 1: C1=CC(=CC=C1CC(C(=O)O)N)N(CCCl)CCCl.Cl. Drug 2: CC1CCCC2(C(O2)CC(NC(=O)CC(C(C(=O)C(C1O)C)(C)C)O)C(=CC3=CSC(=N3)C)C)C. Cell line: MDA-MB-435. Synergy scores: CSS=-0.184, Synergy_ZIP=2.67, Synergy_Bliss=3.91, Synergy_Loewe=-10.1, Synergy_HSA=-2.22.